Dataset: Forward reaction prediction with 1.9M reactions from USPTO patents (1976-2016). Task: Predict the product of the given reaction. (1) Given the reactants [Cl-].[Al+3].[Cl-].[Cl-].[Cl:5][C:6]1[CH:7]=[CH:8][C:9]([O:20][C:21]2[CH:26]=[CH:25][CH:24]=[CH:23][CH:22]=2)=[C:10]([CH:12]2[C:16](=O)[CH2:15][N:14]([CH3:18])[C:13]2=[O:19])[CH:11]=1.O.Cl, predict the reaction product. The product is: [Cl:5][C:6]1[CH:7]=[CH:8][C:9]2[O:20][C:21]3[CH:26]=[CH:25][CH:24]=[CH:23][C:22]=3[C:16]3[CH2:15][N:14]([CH3:18])[C:13](=[O:19])[C:12]=3[C:10]=2[CH:11]=1. (2) Given the reactants [NH2:1][CH2:2][C:3]1[C:4]([F:22])=[C:5]([O:10][C:11]2[CH:12]=[C:13]([CH:16]=[C:17]([C:19]([CH3:21])=[CH2:20])[CH:18]=2)[C:14]#[N:15])[C:6]([Cl:9])=[CH:7][CH:8]=1, predict the reaction product. The product is: [NH2:1][CH2:2][C:3]1[C:4]([F:22])=[C:5]([O:10][C:11]2[CH:12]=[C:13]([CH:16]=[C:17]([CH:19]([CH3:20])[CH3:21])[CH:18]=2)[C:14]#[N:15])[C:6]([Cl:9])=[CH:7][CH:8]=1. (3) Given the reactants [Cl:1][C:2]1[CH:3]=[N:4][C:5](F)=[C:6]([CH:9]=1)[CH:7]=O.C(N(CC)CC)C.Cl.[NH2:19][C:20]([NH2:22])=[NH:21], predict the reaction product. The product is: [Cl:1][C:2]1[CH:3]=[N:4][C:5]2[N:19]=[C:20]([NH2:22])[N:21]=[CH:7][C:6]=2[CH:9]=1. (4) Given the reactants C(N(CC)CC)C.C(O[C@@H:12]1[C@H:18]2[C@H:19]3[C@H:28]([CH2:29][CH2:30][C@:15]2([CH2:16][CH3:17])[C:14](=[O:33])[CH2:13]1)[C@@H:27]1[C:22](=[CH:23][C:24](=[O:31])[CH2:25][CH2:26]1)[CH:21]([Cl:32])[CH2:20]3)(=O)C.O, predict the reaction product. The product is: [Cl:32][CH:21]1[C:22]2[C@H:27]([CH2:26][CH2:25][C:24](=[O:31])[CH:23]=2)[C@@H:28]2[C@H:19]([C@H:18]3[C@@:15]([CH2:30][CH2:29]2)([CH2:16][CH3:17])[C:14](=[O:33])[CH:13]=[CH:12]3)[CH2:20]1. (5) Given the reactants [Cl:1][C:2]1[C:7]([Cl:8])=[C:6](I)[CH:5]=[CH:4][N:3]=1.[CH3:10][C:11]1([CH3:23])[CH2:16][NH:15][CH2:14][CH2:13][N:12]1[C:17]1[CH:22]=[CH:21][CH:20]=[CH:19][CH:18]=1.CCN(C(C)C)C(C)C, predict the reaction product. The product is: [Cl:1][C:2]1[C:7]([Cl:8])=[C:6]([N:15]2[CH2:14][CH2:13][N:12]([C:17]3[CH:22]=[CH:21][CH:20]=[CH:19][CH:18]=3)[C:11]([CH3:23])([CH3:10])[CH2:16]2)[CH:5]=[CH:4][N:3]=1. (6) The product is: [CH:1]1[C:10]2[C:5](=[CH:6][CH:7]=[CH:8][CH:9]=2)[CH:4]=[CH:3][C:2]=1[S:11][CH:17]1[CH:12]2[CH2:18][CH:15]([CH2:14][CH:13]2[C:19]([OH:21])=[O:20])[CH2:16]1. Given the reactants [CH:1]1[C:10]2[C:5](=[CH:6][CH:7]=[CH:8][CH:9]=2)[CH:4]=[CH:3][C:2]=1[SH:11].[CH:12]12[CH2:18][CH:15]([CH:16]=[CH:17]1)[CH2:14][CH:13]2[C:19]([OH:21])=[O:20].N(C(C)(C)C#N)=NC(C)(C)C#N, predict the reaction product. (7) Given the reactants [Br:1][C:2]1[CH:3]=[C:4]2[C:9](=[CH:10][CH:11]=1)[N:8]=[CH:7][C:6]([C:12](=[O:16])[CH:13]([CH3:15])[CH3:14])=[C:5]2O.C(=O)(O)[O-].[Na+].C(OCC)(=O)C.P(Cl)(Cl)([Cl:31])=O, predict the reaction product. The product is: [Br:1][C:2]1[CH:3]=[C:4]2[C:9](=[CH:10][CH:11]=1)[N:8]=[CH:7][C:6]([C:12](=[O:16])[CH:13]([CH3:15])[CH3:14])=[C:5]2[Cl:31]. (8) Given the reactants C([O:3][C:4](=[O:17])[C:5]1[CH:10]=[CH:9][C:8]([NH:11][CH2:12][CH:13]2[CH2:15][CH2:14]2)=[C:7]([NH2:16])[CH:6]=1)C.[CH2:18]([N:20]1[C:32]2[CH:31]=[CH:30][C:29]([CH:33]=O)=[CH:28][C:27]=2[C:26]2[C:21]1=[CH:22][CH:23]=[C:24]([O:35][CH3:36])[CH:25]=2)[CH3:19].[Cl-].[Na+], predict the reaction product. The product is: [CH:13]1([CH2:12][N:11]2[C:8]3[CH:9]=[CH:10][C:5]([C:4]([OH:3])=[O:17])=[CH:6][C:7]=3[N:16]=[C:33]2[C:29]2[CH:30]=[CH:31][C:32]3[N:20]([CH2:18][CH3:19])[C:21]4[C:26]([C:27]=3[CH:28]=2)=[CH:25][C:24]([O:35][CH3:36])=[CH:23][CH:22]=4)[CH2:14][CH2:15]1. (9) The product is: [C:20]([O:19][C:17]([N:14]1[CH2:15][CH2:16][CH:11]([N:8]2[CH:7]=[N:6][C:5]3[C:9]2=[N:10][C:2]([C:38]2[CH:37]=[N:36][CH:35]=[C:34]([O:33][CH2:32][O:31][CH3:30])[CH:39]=2)=[N:3][C:4]=3[N:24]2[CH2:29][CH2:28][O:27][CH2:26][CH2:25]2)[CH2:12][CH2:13]1)=[O:18])([CH3:23])([CH3:22])[CH3:21]. Given the reactants Cl[C:2]1[N:10]=[C:9]2[C:5]([N:6]=[CH:7][N:8]2[CH:11]2[CH2:16][CH2:15][N:14]([C:17]([O:19][C:20]([CH3:23])([CH3:22])[CH3:21])=[O:18])[CH2:13][CH2:12]2)=[C:4]([N:24]2[CH2:29][CH2:28][O:27][CH2:26][CH2:25]2)[N:3]=1.[CH3:30][O:31][CH2:32][O:33][C:34]1[CH:35]=[N:36][CH:37]=[C:38](B2OC(C)(C)C(C)(C)O2)[CH:39]=1.C(=O)([O-])[O-].[Na+].[Na+], predict the reaction product. (10) Given the reactants [NH2:1][C:2]1[C:11]([C:12]2[S:13][C:14]3[CH:20]=[CH:19][C:18]([NH2:21])=[CH:17][C:15]=3[CH:16]=2)=[CH:10][C:5]([C:6]([O:8][CH3:9])=[O:7])=[CH:4][N:3]=1.[N:22]([C:25]1[CH:30]=[CH:29][CH:28]=[C:27]([C:31]([F:34])([F:33])[F:32])[CH:26]=1)=[C:23]=[O:24], predict the reaction product. The product is: [NH2:1][C:2]1[C:11]([C:12]2[S:13][C:14]3[CH:20]=[CH:19][C:18]([NH:21][C:23]([NH:22][C:25]4[CH:30]=[CH:29][CH:28]=[C:27]([C:31]([F:32])([F:33])[F:34])[CH:26]=4)=[O:24])=[CH:17][C:15]=3[CH:16]=2)=[CH:10][C:5]([C:6]([O:8][CH3:9])=[O:7])=[CH:4][N:3]=1.